This data is from Forward reaction prediction with 1.9M reactions from USPTO patents (1976-2016). The task is: Predict the product of the given reaction. Given the reactants C[O:2][C:3]([C:5]1[CH:14]=[C:13]([O:15][CH2:16][C:17](=[O:34])[NH:18][C:19]2[CH:24]=[CH:23][C:22]([O:25][CH2:26][C:27]([O:29]C(C)(C)C)=[O:28])=[CH:21][CH:20]=2)[C:12]2[C:7](=[CH:8][C:9]([Cl:36])=[CH:10][C:11]=2[Cl:35])[CH:6]=1)=[O:4].[Li+].[OH-].C(O)(C(F)(F)F)=O, predict the reaction product. The product is: [C:27]([CH2:26][O:25][C:22]1[CH:21]=[CH:20][C:19]([NH:18][C:17]([CH2:16][O:15][C:13]2[C:12]3[C:7](=[CH:8][C:9]([Cl:36])=[CH:10][C:11]=3[Cl:35])[CH:6]=[C:5]([C:3]([OH:4])=[O:2])[CH:14]=2)=[O:34])=[CH:24][CH:23]=1)([OH:29])=[O:28].